Dataset: Forward reaction prediction with 1.9M reactions from USPTO patents (1976-2016). Task: Predict the product of the given reaction. (1) Given the reactants Cl.[O:2]=[C:3]1[CH2:8][CH2:7][NH:6][CH2:5][CH:4]1[C:9]([O:11][CH3:12])=[O:10].[C:13](O[C:13]([O:15][C:16]([CH3:19])([CH3:18])[CH3:17])=[O:14])([O:15][C:16]([CH3:19])([CH3:18])[CH3:17])=[O:14], predict the reaction product. The product is: [OH:2][C:3]1[CH2:8][CH2:7][N:6]([C:13]([O:15][C:16]([CH3:19])([CH3:18])[CH3:17])=[O:14])[CH2:5][C:4]=1[C:9]([O:11][CH3:12])=[O:10]. (2) Given the reactants [CH3:1][O:2][C:3]1[CH:8]=[CH:7][CH:6]=[CH:5][C:4]=1[OH:9].C1OCCOCCOCCOCCOCCOC1.[Br:28][C:29]1[CH:34]=[C:33](F)[C:32]([N+:36]([O-:38])=[O:37])=[CH:31][C:30]=1[F:39].C(Cl)(Cl)Cl, predict the reaction product. The product is: [Br:28][C:29]1[CH:34]=[C:33]([O:9][C:4]2[CH:5]=[CH:6][CH:7]=[CH:8][C:3]=2[O:2][CH3:1])[C:32]([N+:36]([O-:38])=[O:37])=[CH:31][C:30]=1[F:39]. (3) Given the reactants [C:1]([O:5][C:6]([NH:8][CH2:9][C@H:10]1[CH2:15][CH2:14][C@H:13]([C:16]([NH:18][C@H:19]([C:37](=[O:55])[NH:38][C:39]2[CH:54]=[CH:53][C:42]3[NH:43][C:44]([C:46]([F:52])([F:51])[C:47]([F:50])([F:49])[F:48])=[N:45][C:41]=3[CH:40]=2)[CH2:20][C:21]2[CH:26]=[CH:25][C:24]([C:27]3[CH:32]=[CH:31][C:30]([C:33]([OH:35])=O)=[CH:29][C:28]=3[CH3:36])=[CH:23][CH:22]=2)=[O:17])[CH2:12][CH2:11]1)=[O:7])([CH3:4])([CH3:3])[CH3:2].[CH3:56][N:57]1[CH2:62][CH2:61][CH:60]([NH2:63])[CH2:59][CH2:58]1.C(N(CC)C(C)C)(C)C.C(P1(=O)OP(=O)(CCC)OP(=O)(CCC)[O:77]1)CC.CN(C)[CH:93]=[O:94], predict the reaction product. The product is: [F:48][C:47]([F:50])([F:49])[C:93]([OH:94])=[O:77].[CH3:36][C:28]1[CH:29]=[C:30]([C:33](=[O:35])[NH:63][CH:60]2[CH2:61][CH2:62][N:57]([CH3:56])[CH2:58][CH2:59]2)[CH:31]=[CH:32][C:27]=1[C:24]1[CH:25]=[CH:26][C:21]([CH2:20][C@H:19]([NH:18][C:16]([C@H:13]2[CH2:12][CH2:11][C@H:10]([CH2:9][NH:8][C:6](=[O:7])[O:5][C:1]([CH3:3])([CH3:4])[CH3:2])[CH2:15][CH2:14]2)=[O:17])[C:37](=[O:55])[NH:38][C:39]2[CH:54]=[CH:53][C:42]3[NH:43][C:44]([C:46]([F:52])([F:51])[C:47]([F:49])([F:48])[F:50])=[N:45][C:41]=3[CH:40]=2)=[CH:22][CH:23]=1. (4) Given the reactants [Cl:1][C:2]1[CH:9]=[CH:8][CH:7]=[C:6]([CH3:10])[C:3]=1[CH:4]=[O:5].[BH4-].[Na+], predict the reaction product. The product is: [Cl:1][C:2]1[CH:9]=[CH:8][CH:7]=[C:6]([CH3:10])[C:3]=1[CH2:4][OH:5]. (5) Given the reactants [CH2:1]1[O:5][C:4]2[CH:6]=[C:7]([OH:10])[CH:8]=[CH:9][C:3]=2[O:2]1.C1N2CN3CN(C2)CN1C3.Cl.FC(F)(F)[C:24](O)=[O:25], predict the reaction product. The product is: [OH:10][C:7]1[C:8]([CH:24]=[O:25])=[CH:9][C:3]2[O:2][CH2:1][O:5][C:4]=2[CH:6]=1. (6) Given the reactants [H-].[Na+].[CH2:3]([N:10]1[C:18]2[C:13](=[CH:14][C:15]([CH3:19])=[CH:16][CH:17]=2)[CH2:12][C:11]1=[O:20])[C:4]1[CH:9]=[CH:8][CH:7]=[CH:6][CH:5]=1.CS(O[C@@H:26]([C:33]1[CH:41]=[C:40]2[C:36]([CH:37]=[N:38][N:39]2[CH2:42][C:43]2[CH:48]=[CH:47][CH:46]=[CH:45][CH:44]=2)=[CH:35][CH:34]=1)[CH2:27]OS(C)(=O)=O)(=O)=O, predict the reaction product. The product is: [CH2:3]([N:10]1[C:18]2[C:13](=[CH:14][C:15]([CH3:19])=[CH:16][CH:17]=2)[C@:12]2([CH2:27][C@H:26]2[C:33]2[CH:41]=[C:40]3[C:36]([CH:37]=[N:38][N:39]3[CH2:42][C:43]3[CH:48]=[CH:47][CH:46]=[CH:45][CH:44]=3)=[CH:35][CH:34]=2)[C:11]1=[O:20])[C:4]1[CH:9]=[CH:8][CH:7]=[CH:6][CH:5]=1. (7) Given the reactants [Cl:1][C:2]1[N:6]([CH2:7][CH3:8])[N:5]=[CH:4][C:3]=1[NH:9][C:10]1[N:11]=[C:12]([O:37][CH:38]2[CH2:42][CH2:41][CH2:40][CH2:39]2)[C:13]2[C:18]([C:19]3[CH:28]=[CH:27][C:22]4[N:23]=[C:24]([CH3:26])[O:25][C:21]=4[CH:20]=3)=[CH:17][N:16](COCC[Si](C)(C)C)[C:14]=2[N:15]=1.C(=O)([O-])[O-].[Cs+].[Cs+], predict the reaction product. The product is: [Cl:1][C:2]1[N:6]([CH2:7][CH3:8])[N:5]=[CH:4][C:3]=1[NH:9][C:10]1[N:11]=[C:12]([O:37][CH:38]2[CH2:42][CH2:41][CH2:40][CH2:39]2)[C:13]2[C:18]([C:19]3[CH:28]=[CH:27][C:22]4[N:23]=[C:24]([CH3:26])[O:25][C:21]=4[CH:20]=3)=[CH:17][NH:16][C:14]=2[N:15]=1. (8) Given the reactants [CH3:1][C:2]1[N:10]=[CH:9][CH:8]=[C:7]([CH3:11])[C:3]=1[C:4]([OH:6])=O.O=S(Cl)Cl.[NH2:16][C:17]1[CH:18]=[C:19]([CH2:24][C:25]([NH:27][CH:28]([C:35]2[CH:40]=[CH:39][C:38]([Cl:41])=[CH:37][C:36]=2[CH3:42])[C:29]2[CH:34]=[CH:33][CH:32]=[CH:31][CH:30]=2)=[O:26])[CH:20]=[CH:21][C:22]=1[OH:23].CCN(C(C)C)C(C)C, predict the reaction product. The product is: [Cl:41][C:38]1[CH:39]=[CH:40][C:35]([CH:28]([NH:27][C:25](=[O:26])[CH2:24][C:19]2[CH:20]=[CH:21][C:22]([OH:23])=[C:17]([NH:16][C:4](=[O:6])[C:3]3[C:7]([CH3:11])=[CH:8][CH:9]=[N:10][C:2]=3[CH3:1])[CH:18]=2)[C:29]2[CH:34]=[CH:33][CH:32]=[CH:31][CH:30]=2)=[C:36]([CH3:42])[CH:37]=1. (9) Given the reactants [CH:1]([C:4]1[N:5]=[C:6]([C:9]2[CH:18]=[C:17]([O:19][C@@H:20]3[CH2:24][C@@H:23]([C:25]([OH:27])=O)[C@H:22]([C:28]([O:30][CH3:31])=[O:29])[CH2:21]3)[C:16]3[C:11](=[C:12]([CH3:34])[C:13]([O:32][CH3:33])=[CH:14][CH:15]=3)[N:10]=2)[S:7][CH:8]=1)([CH3:3])[CH3:2].C([O-])(O)=O.[Na+].C(OC1C=CC2C(=CC=CC=2)N1C(OCC)=O)C.[NH2:58][C@:59]1([C:64]([O:66][CH2:67][CH3:68])=[O:65])[CH2:61][C@H:60]1[CH:62]=[CH2:63].CC1C=CC(S([O-])(=O)=O)=CC=1.Cl.CC1CCCO1, predict the reaction product. The product is: [CH2:67]([O:66][C:64]([C@@:59]1([NH:58][C:25]([C@@H:23]2[CH2:24][C@@H:20]([O:19][C:17]3[C:16]4[C:11](=[C:12]([CH3:34])[C:13]([O:32][CH3:33])=[CH:14][CH:15]=4)[N:10]=[C:9]([C:6]4[S:7][CH:8]=[C:4]([CH:1]([CH3:2])[CH3:3])[N:5]=4)[CH:18]=3)[CH2:21][C@H:22]2[C:28]([O:30][CH3:31])=[O:29])=[O:27])[CH2:61][C@H:60]1[CH:62]=[CH2:63])=[O:65])[CH3:68]. (10) Given the reactants [Cl:1][C:2]1[CH:9]=[C:8]([NH:10][CH2:11][CH3:12])[C:5]([CH:6]=O)=[CH:4][N:3]=1.[Cl:13][C:14]1[CH:19]=[CH:18][CH:17]=[C:16]([F:20])[C:15]=1[CH2:21][C:22]([O:24]CC)=O.C([O-])([O-])=O.[K+].[K+], predict the reaction product. The product is: [Cl:1][C:2]1[CH:9]=[C:8]2[C:5]([CH:6]=[C:21]([C:15]3[C:16]([F:20])=[CH:17][CH:18]=[CH:19][C:14]=3[Cl:13])[C:22](=[O:24])[N:10]2[CH2:11][CH3:12])=[CH:4][N:3]=1.